From a dataset of Forward reaction prediction with 1.9M reactions from USPTO patents (1976-2016). Predict the product of the given reaction. (1) The product is: [CH:1]1([CH2:7][C:8]2[N:9]=[N:10][N:11]([C@@H:13]3[C@H:17]4[O:18][CH2:19][C@H:20]([NH:21][C:27]([C:23]5[S:22][CH:26]=[CH:25][CH:24]=5)=[O:28])[C@H:16]4[O:15][CH2:14]3)[CH:12]=2)[CH2:2][CH2:3][CH2:4][CH2:5][CH2:6]1. Given the reactants [CH:1]1([CH2:7][C:8]2[N:9]=[N:10][N:11]([C@@H:13]3[C@H:17]4[O:18][CH2:19][C@H:20]([NH2:21])[C@H:16]4[O:15][CH2:14]3)[CH:12]=2)[CH2:6][CH2:5][CH2:4][CH2:3][CH2:2]1.[S:22]1[CH:26]=[CH:25][CH:24]=[C:23]1[C:27](O)=[O:28], predict the reaction product. (2) The product is: [NH2:1][C:4]1[CH:9]=[CH:8][CH:7]=[C:6]([NH2:10])[C:5]=1[NH:13][CH2:14][CH2:15][OH:16]. Given the reactants [N+:1]([C:4]1[CH:9]=[CH:8][CH:7]=[C:6]([N+:10]([O-])=O)[C:5]=1[NH:13][CH2:14][CH2:15][OH:16])([O-])=O, predict the reaction product. (3) Given the reactants [Cl-:1].[C@H:2]1([CH2:15][NH+:16]([CH3:18])[CH3:17])[C:14]2[N:6]([N:7]=[C:8]3[C:13]=2[CH:12]=[CH:11][CH:10]=[CH:9]3)[CH2:5][CH2:4][O:3]1.[Cl-].[C@@H:20]1([C@H]([NH2+]C)C)C2N(N=C3C=2C=CC=C3)CCO1, predict the reaction product. The product is: [Cl-:1].[C@@H:2]1([C@H:15]([NH+:16]([CH3:18])[CH3:17])[CH3:20])[C:14]2[N:6]([N:7]=[C:8]3[C:13]=2[CH:12]=[CH:11][CH:10]=[CH:9]3)[CH2:5][CH2:4][O:3]1. (4) The product is: [CH2:1]([O:3][C:4](=[O:22])[C:5]1[CH:10]=[CH:9][C:8]([O:11][C:12]2[C:17]([NH2:18])=[CH:16][N:15]=[C:14]([Cl:21])[N:13]=2)=[CH:7][CH:6]=1)[CH3:2]. Given the reactants [CH2:1]([O:3][C:4](=[O:22])[C:5]1[CH:10]=[CH:9][C:8]([O:11][C:12]2[C:17]([N+:18]([O-])=O)=[CH:16][N:15]=[C:14]([Cl:21])[N:13]=2)=[CH:7][CH:6]=1)[CH3:2], predict the reaction product. (5) Given the reactants [Cl:1][C:2]1[CH:7]=[CH:6][C:5]([S:8]([C:11](=[C:14]([NH:17][C:18]2[CH:23]=[C:22]([O:24][CH3:25])[CH:21]=[C:20]([O:26][CH3:27])[CH:19]=2)SC)[C:12]#[N:13])(=[O:10])=[O:9])=[CH:4][CH:3]=1.[CH3:28][C:29]([NH2:33])([CH3:32])[CH2:30][CH3:31], predict the reaction product. The product is: [Cl:1][C:2]1[CH:7]=[CH:6][C:5]([S:8]([C:11](=[C:14]([NH:17][C:18]2[CH:23]=[C:22]([O:24][CH3:25])[CH:21]=[C:20]([O:26][CH3:27])[CH:19]=2)[NH:33][C:29]([CH3:32])([CH3:28])[CH2:30][CH3:31])[C:12]#[N:13])(=[O:10])=[O:9])=[CH:4][CH:3]=1. (6) The product is: [Cl:26][C:22]1[CH:21]=[C:20]([C:18]2[N:19]=[C:15]([N:12]3[C:11]4[CH:30]=[C:7]([O:6][CH2:5][CH2:4][CH2:3][CH2:2][N:39]5[CH2:44][CH2:43][N:46]([CH3:45])[CH2:41][CH2:40]5)[CH:8]=[CH:9][C:10]=4[N:14]=[CH:13]3)[S:16][C:17]=2[C:27]([NH2:29])=[O:28])[CH:25]=[CH:24][CH:23]=1. Given the reactants Cl[CH2:2][CH2:3][CH2:4][CH2:5][O:6][C:7]1[CH:8]=[CH:9][C:10]2[N:14]=[CH:13][N:12]([C:15]3[S:16][C:17]([C:27]([NH2:29])=[O:28])=[C:18]([C:20]4[CH:25]=[CH:24][CH:23]=[C:22]([Cl:26])[CH:21]=4)[N:19]=3)[C:11]=2[CH:30]=1.C(=O)([O-])[O-].[K+].[K+].[I-].[K+].[NH:39]1[CH2:44][CH2:43]O[CH2:41][CH2:40]1.[CH3:45][N:46](C)C=O, predict the reaction product. (7) Given the reactants [Cl:1][C:2]1[CH:7]=[CH:6][C:5]([S:8][C:9]2[CH:14]=[CH:13][CH:12]=[CH:11][C:10]=2[F:15])=[CH:4][N:3]=1.ClC1C=C(C=CC=1)C(OO)=[O:21].[OH-].[Na+], predict the reaction product. The product is: [Cl:1][C:2]1[CH:7]=[CH:6][C:5]([S:8]([C:9]2[CH:14]=[CH:13][CH:12]=[CH:11][C:10]=2[F:15])=[O:21])=[CH:4][N:3]=1. (8) Given the reactants C(OC([N:8]1[CH2:13][CH2:12][CH:11]([O:14][C:15]2[CH:20]=[CH:19][C:18]([N:21]3[CH2:26][CH2:25][C:24]4[CH:27]=[C:28]([C:30]5[CH:35]=[CH:34][C:33]([Cl:36])=[CH:32][CH:31]=5)[S:29][C:23]=4[C:22]3=[O:37])=[CH:17][N:16]=2)[CH2:10][CH2:9]1)=O)(C)(C)C.CO.Cl.O1CCOCC1, predict the reaction product. The product is: [ClH:36].[Cl:36][C:33]1[CH:32]=[CH:31][C:30]([C:28]2[S:29][C:23]3[C:22](=[O:37])[N:21]([C:18]4[CH:17]=[N:16][C:15]([O:14][CH:11]5[CH2:12][CH2:13][NH:8][CH2:9][CH2:10]5)=[CH:20][CH:19]=4)[CH2:26][CH2:25][C:24]=3[CH:27]=2)=[CH:35][CH:34]=1. (9) Given the reactants [NH2:1][C:2]1[S:3][C:4]([C:8]([O:10][CH2:11][CH3:12])=[O:9])=[C:5]([CH3:7])[N:6]=1.[CH2:13]([C:16]1[CH:21]=[CH:20][C:19]([S:22](Cl)(=[O:24])=[O:23])=[CH:18][CH:17]=1)[CH2:14][CH3:15], predict the reaction product. The product is: [CH3:7][C:5]1[N:6]=[C:2]([NH:1][S:22]([C:19]2[CH:20]=[CH:21][C:16]([CH2:13][CH2:14][CH3:15])=[CH:17][CH:18]=2)(=[O:24])=[O:23])[S:3][C:4]=1[C:8]([O:10][CH2:11][CH3:12])=[O:9].